From a dataset of Reaction yield outcomes from USPTO patents with 853,638 reactions. Predict the reaction yield, written as a fraction of the theoretical maximum amount of product (1.0 means a 100% yield; for example, 0.34 means a 34% yield). (1) The reactants are [N:1]([CH2:4][CH2:5][CH2:6][CH2:7][CH2:8][CH2:9][CH2:10][O:11][C:12]1[CH:17]=[CH:16][C:15]([Cl:18])=[CH:14][CH:13]=1)=[N+]=[N-]. The catalyst is CCO.[Pd]. The product is [Cl:18][C:15]1[CH:16]=[CH:17][C:12]([O:11][CH2:10][CH2:9][CH2:8][CH2:7][CH2:6][CH2:5][CH2:4][NH2:1])=[CH:13][CH:14]=1. The yield is 0.890. (2) The reactants are C1(P(C2C=CC=CC=2)C2C=CC=CC=2)C=CC=CC=1.[CH:20]1([C:26]2[CH:31]=[C:30]([Cl:32])[CH:29]=[CH:28][C:27]=2[OH:33])[CH2:25][CH2:24][CH2:23][CH2:22][CH2:21]1.O[CH2:35][CH2:36][N:37]1[CH2:42][CH2:41][O:40][CH2:39][CH2:38]1.CCOC(/N=N/C(OCC)=O)=O. The catalyst is O1CCCC1. The product is [CH:20]1([C:26]2[CH:31]=[C:30]([Cl:32])[CH:29]=[CH:28][C:27]=2[O:33][CH2:35][CH2:36][N:37]2[CH2:42][CH2:41][O:40][CH2:39][CH2:38]2)[CH2:21][CH2:22][CH2:23][CH2:24][CH2:25]1. The yield is 0.950. (3) The yield is 0.340. The product is [CH3:10][O:11][C:12]1[CH:17]=[CH:16][C:15]([N:18]2[C:5]([NH2:6])=[CH:4][C:3]([C:2]([F:9])([F:8])[F:1])=[N:19]2)=[CH:14][CH:13]=1. The reactants are [F:1][C:2]([F:9])([F:8])[C:3](=O)[CH2:4][C:5]#[N:6].[CH3:10][O:11][C:12]1[CH:17]=[CH:16][C:15]([NH:18][NH2:19])=[CH:14][CH:13]=1.Cl. No catalyst specified.